Dataset: Forward reaction prediction with 1.9M reactions from USPTO patents (1976-2016). Task: Predict the product of the given reaction. (1) Given the reactants [N:1]([C@@H:4]([C@@H:40]([C:47]1[CH:52]=[CH:51][C:50]([O:53][CH3:54])=[C:49]([Cl:55])[CH:48]=1)[C:41]1[CH:46]=[CH:45][CH:44]=[CH:43][CH:42]=1)[C:5]([NH:7][C:8]1[CH:38]=[CH:37][CH:36]=[C:35]([F:39])[C:9]=1[CH2:10][CH2:11][C@H:12]1[O:17][CH2:16][C@@H:15]([CH2:18][O:19][C:20](=[O:27])[NH:21][CH2:22][C:23]([F:26])([F:25])[F:24])[N:14]([C:28]([O:30][C:31]([CH3:34])([CH3:33])[CH3:32])=[O:29])[CH2:13]1)=[O:6])=[N+]=[N-].CP(C)C, predict the reaction product. The product is: [NH2:1][C@@H:4]([C@@H:40]([C:47]1[CH:52]=[CH:51][C:50]([O:53][CH3:54])=[C:49]([Cl:55])[CH:48]=1)[C:41]1[CH:42]=[CH:43][CH:44]=[CH:45][CH:46]=1)[C:5]([NH:7][C:8]1[CH:38]=[CH:37][CH:36]=[C:35]([F:39])[C:9]=1[CH2:10][CH2:11][C@H:12]1[O:17][CH2:16][C@@H:15]([CH2:18][O:19][C:20](=[O:27])[NH:21][CH2:22][C:23]([F:26])([F:25])[F:24])[N:14]([C:28]([O:30][C:31]([CH3:33])([CH3:34])[CH3:32])=[O:29])[CH2:13]1)=[O:6]. (2) Given the reactants Br[C:2]1[CH:7]=[CH:6][C:5]([C:8]([CH2:24][CH3:25])=[C:9]([C:17]2[CH:22]=[CH:21][C:20]([OH:23])=[CH:19][CH:18]=2)[C:10]2[CH:15]=[CH:14][C:13]([OH:16])=[CH:12][CH:11]=2)=[CH:4][CH:3]=1.[C:26]([Cu])#[N:27], predict the reaction product. The product is: [CH2:24]([C:8]([C:5]1[CH:6]=[CH:7][C:2]([C:26]#[N:27])=[CH:3][CH:4]=1)=[C:9]([C:17]1[CH:22]=[CH:21][C:20]([OH:23])=[CH:19][CH:18]=1)[C:10]1[CH:15]=[CH:14][C:13]([OH:16])=[CH:12][CH:11]=1)[CH3:25]. (3) Given the reactants [CH:1]1([CH2:4][N:5]2[CH2:23][CH2:22][C@:12]34[C:13]5[C:14]6[O:21][C@H:11]3[C:10](=[O:24])[CH2:9][CH2:8][C@@:7]4([O:25][CH2:26][C:27]3[CH:32]=[CH:31][CH:30]=[CH:29][C:28]=3[C:33]3[CH:38]=[CH:37][CH:36]=[CH:35][CH:34]=3)[C@H:6]2[CH2:19][C:18]=5[CH:17]=[CH:16][C:15]=6[OH:20])[CH2:3][CH2:2]1.[CH3:39][I:40], predict the reaction product. The product is: [I-:40].[CH:1]1([CH2:4][N@@+:5]2([CH3:39])[CH2:23][CH2:22][C@:12]34[C:13]5[C:14]6[O:21][C@H:11]3[C:10](=[O:24])[CH2:9][CH2:8][C@@:7]4([O:25][CH2:26][C:27]3[CH:32]=[CH:31][CH:30]=[CH:29][C:28]=3[C:33]3[CH:38]=[CH:37][CH:36]=[CH:35][CH:34]=3)[C@H:6]2[CH2:19][C:18]=5[CH:17]=[CH:16][C:15]=6[OH:20])[CH2:3][CH2:2]1. (4) Given the reactants C[O:2][C:3]1[CH:20]=[CH:19][C:18]2[C@@H:17]3[C@H:8]([C@H:9]4[C@@:13]([CH2:15][CH2:16]3)([CH3:14])[C@@H:12]([OH:21])[CH2:11][CH2:10]4)[C@H:7]([CH2:22]C=C)[CH2:6][C:5]=2[CH:4]=1.[F:25][C:26]([F:47])([C:43]([F:46])([F:45])[F:44])[CH2:27][CH2:28][CH2:29][CH:30]([CH2:36][CH2:37][CH2:38][CH2:39][CH2:40][CH:41]=[CH2:42])[C:31]([O:33]CC)=[O:32], predict the reaction product. The product is: [OH:2][C:3]1[CH:20]=[CH:19][C:18]2[C@@H:17]3[C@H:8]([C@H:9]4[C@@:13]([CH2:15][CH2:16]3)([CH3:14])[C@@H:12]([OH:21])[CH2:11][CH2:10]4)[C@H:7]([CH2:22][CH2:42][CH2:41][CH2:40][CH2:39][CH2:38][CH2:37][CH2:36][CH:30]([CH2:29][CH2:28][CH2:27][C:26]([F:25])([F:47])[C:43]([F:44])([F:45])[F:46])[C:31]([OH:33])=[O:32])[CH2:6][C:5]=2[CH:4]=1. (5) Given the reactants [NH2:1][C@@H:2]([CH2:33][C:34]1[CH:39]=[CH:38][CH:37]=[CH:36][CH:35]=1)[C@@H:3]([OH:32])[CH2:4][C@@H:5]([NH:19][C:20]([C@@H:22]([NH:27][C:28](=[O:31])[O:29][CH3:30])[C:23]([CH3:26])([CH3:25])[CH3:24])=[O:21])[CH2:6][C:7]1[CH:12]=[CH:11][C:10]([C:13]2[CH:18]=[CH:17][CH:16]=[CH:15][N:14]=2)=[CH:9][CH:8]=1.[CH3:40][C:41]([CH3:61])([CH3:60])[C@H:42]([N:46]1[CH2:50][CH2:49][N:48]([CH2:51][C:52]2[CH:57]=[CH:56][CH:55]=[C:54]([CH3:58])[CH:53]=2)[C:47]1=[O:59])[C:43](O)=[O:44].CCOP(ON1N=NC2C=CC=CC=2C1=O)(OCC)=O.C(N(CC)C(C)C)(C)C, predict the reaction product. The product is: [CH3:40][C:41]([CH3:61])([CH3:60])[C@H:42]([N:46]1[CH2:50][CH2:49][N:48]([CH2:51][C:52]2[CH:57]=[CH:56][CH:55]=[C:54]([CH3:58])[CH:53]=2)[C:47]1=[O:59])[C:43]([NH:1][C@@H:2]([CH2:33][C:34]1[CH:35]=[CH:36][CH:37]=[CH:38][CH:39]=1)[C@@H:3]([OH:32])[CH2:4][C@@H:5]([NH:19][C:20]([C@@H:22]([NH:27][C:28](=[O:31])[O:29][CH3:30])[C:23]([CH3:26])([CH3:25])[CH3:24])=[O:21])[CH2:6][C:7]1[CH:12]=[CH:11][C:10]([C:13]2[CH:18]=[CH:17][CH:16]=[CH:15][N:14]=2)=[CH:9][CH:8]=1)=[O:44]. (6) Given the reactants C[Si](C)(C)[C:3]1[S:4][CH:5]=[CH:6][N:7]=1.Cl[C:11]([O:13][CH2:14][CH3:15])=[O:12], predict the reaction product. The product is: [S:4]1[CH:5]=[CH:6][N:7]=[C:3]1[C:11]([O:13][CH2:14][CH3:15])=[O:12].